From a dataset of Reaction yield outcomes from USPTO patents with 853,638 reactions. Predict the reaction yield, written as a fraction of the theoretical maximum amount of product (1.0 means a 100% yield; for example, 0.34 means a 34% yield). (1) The reactants are [CH3:1][C:2]12[C:12](=[O:13])[CH2:11][CH2:10][CH2:9][C:8]1=[CH:7][C:5](=[O:6])[CH2:4][CH2:3]2.[CH3:14][C:15]1(CC)OCC[O:16]1.C(O)CO. The catalyst is O.C1(C)C=CC(S(O)(=O)=O)=CC=1. The product is [CH2:14]1[CH2:15][O:16][C:12]2([CH2:11][CH2:10][CH2:9][C:8]3[C:2]2([CH3:1])[CH2:3][CH2:4][C:5](=[O:6])[CH:7]=3)[O:13]1. The yield is 0.940. (2) The reactants are Br[C:2]1[S:6][C:5]([C:7]2[NH:11][C:10]3[C:12]([OH:32])=[CH:13][CH:14]=[C:15]([C:16]([NH:18][C@H:19]4[CH2:24][CH2:23][CH2:22][N:21](C(OC(C)(C)C)=O)[CH2:20]4)=[O:17])[C:9]=3[N:8]=2)=[CH:4][CH:3]=1.[N:33]1(C(OC(C)(C)C)=O)[CH2:38][CH2:37][NH:36][CH2:35][CH2:34]1.[O-]P([O-])([O-])=O.[K+].[K+].[K+].O. The catalyst is CN(C)CCO.[Cu]I. The product is [OH:32][C:12]1[C:10]2[NH:11][C:7]([C:5]3[S:6][C:2]([N:33]4[CH2:38][CH2:37][NH:36][CH2:35][CH2:34]4)=[CH:3][CH:4]=3)=[N:8][C:9]=2[C:15]([C:16]([NH:18][C@H:19]2[CH2:24][CH2:23][CH2:22][NH:21][CH2:20]2)=[O:17])=[CH:14][CH:13]=1. The yield is 0.140. (3) The reactants are CC(OI1(OC(C)=O)(OC(C)=O)OC(=O)C2C1=CC=CC=2)=O.[NH:23]1[C:31]2[C:26](=[CH:27][CH:28]=[C:29]([CH2:32][OH:33])[CH:30]=2)[CH:25]=[CH:24]1.[OH-].[Na+]. The catalyst is C(Cl)Cl. The product is [NH:23]1[C:31]2[C:26](=[CH:27][CH:28]=[C:29]([CH:32]=[O:33])[CH:30]=2)[CH:25]=[CH:24]1. The yield is 0.240. (4) The reactants are [CH2:1]([O:4][C:5]1([CH3:38])[CH2:10][CH2:9][N:8]([C:11]2[N:16]3[N:17]=[C:18]([C:20]4[CH:25]=[CH:24][CH:23]=[C:22](Br)[CH:21]=4)[CH:19]=[C:15]3[N:14]=[C:13]([CH3:27])[C:12]=2[C@H:28]([O:33][C:34]([CH3:37])([CH3:36])[CH3:35])[C:29]([O:31][CH3:32])=[O:30])[CH2:7][CH2:6]1)[CH:2]=[CH2:3].[Cl:39][C:40]1[CH:41]=[CH:42][C:43]([OH:49])=[C:44](B(O)O)[CH:45]=1. No catalyst specified. The product is [CH2:1]([O:4][C:5]1([CH3:38])[CH2:10][CH2:9][N:8]([C:11]2[N:16]3[N:17]=[C:18]([C:20]4[CH:21]=[C:22]([C:42]5[CH:41]=[C:40]([Cl:39])[CH:45]=[CH:44][C:43]=5[OH:49])[CH:23]=[CH:24][CH:25]=4)[CH:19]=[C:15]3[N:14]=[C:13]([CH3:27])[C:12]=2[C@H:28]([O:33][C:34]([CH3:37])([CH3:36])[CH3:35])[C:29]([O:31][CH3:32])=[O:30])[CH2:7][CH2:6]1)[CH:2]=[CH2:3]. The yield is 0.690. (5) The reactants are [Si]([O:8][C@H:9]([CH3:38])[C@@H:10]([NH:24][C:25]1[CH:32]=[CH:31][C:28]([C:29]#[N:30])=[C:27]([C:33]([F:36])([F:35])[F:34])[C:26]=1[CH3:37])[C:11]1[O:12][C:13]([C:16]2[CH:21]=[CH:20][C:19]([C:22]#[N:23])=[CH:18][CH:17]=2)=[N:14][N:15]=1)(C(C)(C)C)(C)C.CCCC[N+](CCCC)(CCCC)CCCC.[F-]. The catalyst is C1COCC1. The product is [C:22]([C:19]1[CH:18]=[CH:17][C:16]([C:13]2[O:12][C:11]([C@H:10]([NH:24][C:25]3[CH:32]=[CH:31][C:28]([C:29]#[N:30])=[C:27]([C:33]([F:34])([F:36])[F:35])[C:26]=3[CH3:37])[C@H:9]([OH:8])[CH3:38])=[N:15][N:14]=2)=[CH:21][CH:20]=1)#[N:23]. The yield is 0.680. (6) The reactants are [F:1][C:2]1[CH:7]=[CH:6][C:5]([C:8]2[O:24][C:11]3=[N:12][C:13]([NH:19][S:20]([CH3:23])(=[O:22])=[O:21])=[C:14]([C:16]([CH3:18])=[CH2:17])[CH:15]=[C:10]3[C:9]=2[C:25]([NH:27][CH3:28])=[O:26])=[CH:4][CH:3]=1.I[CH2:30][C@@H:31]([O:34][CH2:35][C:36]1[CH:41]=[CH:40][CH:39]=[CH:38][CH:37]=1)[CH:32]=[CH2:33].C(=O)([O-])[O-].[Cs+].[Cs+]. No catalyst specified. The product is [CH2:35]([O:34][C@@H:31]([CH:32]=[CH2:33])[CH2:30][N:19]([C:13]1[N:12]=[C:11]2[O:24][C:8]([C:5]3[CH:6]=[CH:7][C:2]([F:1])=[CH:3][CH:4]=3)=[C:9]([C:25]([NH:27][CH3:28])=[O:26])[C:10]2=[CH:15][C:14]=1[C:16]([CH3:18])=[CH2:17])[S:20]([CH3:23])(=[O:21])=[O:22])[C:36]1[CH:41]=[CH:40][CH:39]=[CH:38][CH:37]=1. The yield is 0.576. (7) The catalyst is C(Cl)(Cl)Cl. The yield is 0.710. The reactants are [CH2:1]([C:3]1[CH:4]=[N:5][N:6]([CH3:16])[C:7]=1[C:8]1[CH:9]=[C:10]([C:13]([OH:15])=O)[S:11][CH:12]=1)[CH3:2].[NH2:17][C@@H:18]([CH2:31][C:32]1[CH:37]=[CH:36][CH:35]=[CH:34][C:33]=1[C:38]([F:41])([F:40])[F:39])[CH2:19][N:20]1[C:28](=[O:29])[C:27]2[C:22](=[CH:23][CH:24]=[CH:25][CH:26]=2)[C:21]1=[O:30].C1CN([P+](Br)(N2CCCC2)N2CCCC2)CC1.F[P-](F)(F)(F)(F)F.CCN(C(C)C)C(C)C. The product is [O:29]=[C:28]1[C:27]2[C:22](=[CH:23][CH:24]=[CH:25][CH:26]=2)[C:21](=[O:30])[N:20]1[CH2:19][C@@H:18]([NH:17][C:13]([C:10]1[S:11][CH:12]=[C:8]([C:7]2[N:6]([CH3:16])[N:5]=[CH:4][C:3]=2[CH2:1][CH3:2])[CH:9]=1)=[O:15])[CH2:31][C:32]1[CH:37]=[CH:36][CH:35]=[CH:34][C:33]=1[C:38]([F:40])([F:39])[F:41]. (8) The reactants are [O:1]=[C:2]1[CH2:24][CH2:23][C@:5]2([CH2:25][C:26]([F:29])([F:28])[F:27])[C:6]3[CH:14]=[CH:13][C:12](OS(C(F)(F)F)(=O)=O)=[CH:11][C:7]=3[CH2:8][CH2:9][CH2:10][C@@H:4]2[CH2:3]1.[O:30]=[C:31]1[CH2:53][CH2:52][C@@:34]2([CH2:54][C:55]([F:58])([F:57])[F:56])[C:35]3[CH:43]=[CH:42][C:41]([O:44]S(C(F)(F)F)(=O)=O)=[CH:40][C:36]=3[CH2:37][CH2:38][CH2:39][C@H:33]2[CH2:32]1.CC1(C)C2C(=C(P(C3C=CC=CC=3)C3C=CC=CC=3)C=CC=2)[O:80][C:62]2C(P(C3C=CC=CC=3)C3C=CC=CC=3)=CC=CC1=2.[CH3:101][OH:102]. The product is [CH3:62][O:80][C:41]([C:12]1[CH:13]=[CH:14][C:6]2[C@@:5]3([CH2:25][C:26]([F:28])([F:27])[F:29])[CH2:23][CH2:24][C:2](=[O:1])[CH2:3][C@H:4]3[CH2:10][CH2:9][CH2:8][C:7]=2[CH:11]=1)=[O:44].[CH3:101][O:102][C:2]([C:41]1[CH:42]=[CH:43][C:35]2[C@:34]3([CH2:54][C:55]([F:57])([F:56])[F:58])[CH2:33][CH2:32][C:31](=[O:30])[CH2:53][C@@H:52]3[CH2:39][CH2:38][CH2:37][C:36]=2[CH:40]=1)=[O:1]. The catalyst is C1C=CC(/C=C/C(/C=C/C2C=CC=CC=2)=O)=CC=1.C1C=CC(/C=C/C(/C=C/C2C=CC=CC=2)=O)=CC=1.C1C=CC(/C=C/C(/C=C/C2C=CC=CC=2)=O)=CC=1.[Pd].[Pd].CN(C=O)C. The yield is 0.590. (9) The reactants are [CH3:1][O:2][C:3]1[CH:4]=[C:5]2[C:9](=[CH:10][C:11]=1[N+:12]([O-])=O)[C:8](=[O:15])[N:7]([CH3:16])[CH2:6]2.O.O.Cl[Sn]Cl.C(Cl)Cl.[OH-].[Na+]. The catalyst is C(O)C.O. The product is [NH2:12][C:11]1[CH:10]=[C:9]2[C:5]([CH2:6][N:7]([CH3:16])[C:8]2=[O:15])=[CH:4][C:3]=1[O:2][CH3:1]. The yield is 0.970.